The task is: Regression. Given two drug SMILES strings and cell line genomic features, predict the synergy score measuring deviation from expected non-interaction effect.. This data is from Merck oncology drug combination screen with 23,052 pairs across 39 cell lines. (1) Drug 1: CN(Cc1cnc2nc(N)nc(N)c2n1)c1ccc(C(=O)NC(CCC(=O)O)C(=O)O)cc1. Synergy scores: synergy=-12.5. Drug 2: O=C(CCCCCCC(=O)Nc1ccccc1)NO. Cell line: OCUBM. (2) Drug 1: CN(C)C(=N)N=C(N)N. Drug 2: C=CCn1c(=O)c2cnc(Nc3ccc(N4CCN(C)CC4)cc3)nc2n1-c1cccc(C(C)(C)O)n1. Cell line: DLD1. Synergy scores: synergy=3.65. (3) Drug 1: COC12C(COC(N)=O)C3=C(C(=O)C(C)=C(N)C3=O)N1CC1NC12. Drug 2: COC1=C2CC(C)CC(OC)C(O)C(C)C=C(C)C(OC(N)=O)C(OC)C=CC=C(C)C(=O)NC(=CC1=O)C2=O. Cell line: EFM192B. Synergy scores: synergy=-27.0. (4) Drug 1: Cc1nc(Nc2ncc(C(=O)Nc3c(C)cccc3Cl)s2)cc(N2CCN(CCO)CC2)n1. Drug 2: Cn1cc(-c2cnn3c(N)c(Br)c(C4CCCNC4)nc23)cn1. Cell line: OV90. Synergy scores: synergy=28.6. (5) Drug 1: CN1C(=O)C=CC2(C)C3CCC4(C)C(NC(=O)OCC(F)(F)F)CCC4C3CCC12. Drug 2: NC(=O)c1cccc2cn(-c3ccc(C4CCCNC4)cc3)nc12. Cell line: LOVO. Synergy scores: synergy=5.75.